Binary Classification. Given a miRNA mature sequence and a target amino acid sequence, predict their likelihood of interaction. From a dataset of Experimentally validated miRNA-target interactions with 360,000+ pairs, plus equal number of negative samples. The miRNA is mmu-miR-1892 with sequence AUUUGGGGACGGGAGGGAGGAU. The protein sequence of the target gene is MEKSVAETENGDAFLELKKLPTSKSPHRYTKEELLDIKERPYSKQRPSCLSEKYDSDGVWDPEKWHASLYPASGRSSPVESLKKESESDRPSLVRRIADPRERVKEDDLDVVLSPQRRSFGGGCHVTAAVSSRRSGSPLEKDSDGLRLLGGRRIGSGRIISARAFEKDHRLSDKDLRDLRDRDRERDYKDKRFRREFGDSKRVFGERRRNDSYTEEEPEWFSAGPTSQSETIELTGFDDKILEEDHKGRKRTRRRTASVKEGIVECNGGVAEEDEVEVILAQEPSADQEVPRDVILPEQS.... Result: 0 (no interaction).